Task: Binary Classification. Given a miRNA mature sequence and a target amino acid sequence, predict their likelihood of interaction.. Dataset: Experimentally validated miRNA-target interactions with 360,000+ pairs, plus equal number of negative samples The miRNA is cel-miR-255-3p with sequence AAACUGAAGAGAUUUUUUACAG. The protein sequence of the target gene is MGLLTFRDVAIEFSLEEWQCLDTAQKNLYRNVMLENYRNLAFLGIAVSKPDLIICLEKEKEPWNMKRDEMVDEPPGICPHFAQDIWPEQGVEDSFQKVILRRFEKCGHENLQLRKGCKSVDECKVHKEGYNGLNQCFTTTQGKASQCGKYLKVFYKFINLNRYKIRHTRKKPFKCKNCVKSFCMFSHKTQHKSIYTTEKSYKCKECGKTFNWSSTLTNHKKTHTEEKPYKCEEYGKAFNQSSNYTTHKVTHTGEKPYKCEECGKAFSQSSTLTIHKRIHTGEKPCKCEECGKAFSQPSAL.... Result: 0 (no interaction).